This data is from Forward reaction prediction with 1.9M reactions from USPTO patents (1976-2016). The task is: Predict the product of the given reaction. (1) Given the reactants [N:1]1([C:6]2[N:11]=[C:10]([NH:12][CH2:13][CH2:14][NH2:15])[CH:9]=[C:8]([N:16]3[CH2:20][CH2:19][CH2:18][CH2:17]3)[N:7]=2)[CH2:5][CH2:4][CH2:3][CH2:2]1.[Cl:21][C:22]1[CH:27]=[CH:26][C:25]([NH:28][C:29]2[C:30](=O)[C:31](=[O:35])[C:32]=2[O:33]C)=[CH:24][CH:23]=1, predict the reaction product. The product is: [Cl:21][C:22]1[CH:23]=[CH:24][C:25]([NH:28][C:29]2[C:32](=[O:33])[C:31](=[O:35])[C:30]=2[NH:15][CH2:14][CH2:13][NH:12][C:10]2[CH:9]=[C:8]([N:16]3[CH2:17][CH2:18][CH2:19][CH2:20]3)[N:7]=[C:6]([N:1]3[CH2:5][CH2:4][CH2:3][CH2:2]3)[N:11]=2)=[CH:26][CH:27]=1. (2) Given the reactants [F:1][C:2]1[CH:3]=[C:4]([CH:7]=[CH:8][C:9]=1[OH:10])[CH:5]=[O:6].[Br:11]Br, predict the reaction product. The product is: [Br:11][C:8]1[CH:7]=[C:4]([CH:3]=[C:2]([F:1])[C:9]=1[OH:10])[CH:5]=[O:6].